Dataset: Forward reaction prediction with 1.9M reactions from USPTO patents (1976-2016). Task: Predict the product of the given reaction. Given the reactants [C:1]1([C:7]2[O:8][C:9]([C:15]([F:18])([F:17])[F:16])=[C:10]([C:12]([OH:14])=O)[N:11]=2)[CH:6]=[CH:5][CH:4]=[CH:3][CH:2]=1.[N:19]1([C:25]2[S:26][C:27]([NH2:30])=[CH:28][N:29]=2)[CH2:24][CH2:23][O:22][CH2:21][CH2:20]1, predict the reaction product. The product is: [N:19]1([C:25]2[S:26][C:27]([NH:30][C:12]([C:10]3[N:11]=[C:7]([C:1]4[CH:2]=[CH:3][CH:4]=[CH:5][CH:6]=4)[O:8][C:9]=3[C:15]([F:18])([F:17])[F:16])=[O:14])=[CH:28][N:29]=2)[CH2:24][CH2:23][O:22][CH2:21][CH2:20]1.